From a dataset of TCR-epitope binding with 47,182 pairs between 192 epitopes and 23,139 TCRs. Binary Classification. Given a T-cell receptor sequence (or CDR3 region) and an epitope sequence, predict whether binding occurs between them. (1) The epitope is VLWAHGFEL. The TCR CDR3 sequence is CASSIAEREAFF. Result: 0 (the TCR does not bind to the epitope). (2) The epitope is RLRPGGKKR. The TCR CDR3 sequence is CATSDTDRGSNQPQHF. Result: 0 (the TCR does not bind to the epitope).